Dataset: Full USPTO retrosynthesis dataset with 1.9M reactions from patents (1976-2016). Task: Predict the reactants needed to synthesize the given product. Given the product [NH2:1][C:2]1[CH:3]=[C:4]([CH:18]=[C:19]([C:30]#[C:29][Si:31]([CH:32]([CH3:34])[CH3:33])([CH:38]([CH3:40])[CH3:39])[CH:35]([CH3:37])[CH3:36])[CH:20]=1)[C:5]([NH:7][CH2:8][CH2:9][O:10][CH2:11][CH2:12][O:13][CH2:14][CH2:15][O:16][CH3:17])=[O:6], predict the reactants needed to synthesize it. The reactants are: [NH2:1][C:2]1[CH:3]=[C:4]([CH:18]=[C:19](Br)[CH:20]=1)[C:5]([NH:7][CH2:8][CH2:9][O:10][CH2:11][CH2:12][O:13][CH2:14][CH2:15][O:16][CH3:17])=[O:6].C(N(CC)CC)C.[C:29]([Si:31]([CH:38]([CH3:40])[CH3:39])([CH:35]([CH3:37])[CH3:36])[CH:32]([CH3:34])[CH3:33])#[CH:30].